This data is from Full USPTO retrosynthesis dataset with 1.9M reactions from patents (1976-2016). The task is: Predict the reactants needed to synthesize the given product. (1) Given the product [OH:10][C:4]1[C:5]([O:8][CH3:9])=[CH:6][C:7]([CH3:19])=[CH:2][C:3]=1[C:17]1[CH:16]=[CH:15][C:14]([OH:18])=[CH:13][C:12]=1[CH3:11], predict the reactants needed to synthesize it. The reactants are: C[C:2]1[CH:3]=[C:4]([OH:10])[C:5]([O:8][CH3:9])=[CH:6][CH:7]=1.[CH3:11][C:12]1[CH:13]=[C:14]([OH:18])[CH:15]=[CH:16][CH:17]=1.[CH3:19]CO[Si](OCC)(OCC)C. (2) Given the product [C:1]1([C:32]2[CH:37]=[CH:36][CH:35]=[CH:34][CH:33]=2)[CH:6]=[CH:5][C:4]([CH2:7][CH2:8][CH:9]([OH:31])[CH:10]([CH2:18][CH2:19][N:20]2[CH2:28][C:27]3[C:22](=[CH:23][CH:24]=[CH:25][CH:26]=3)[C:21]2=[O:30])[C:11]([OH:13])=[O:12])=[CH:3][CH:2]=1, predict the reactants needed to synthesize it. The reactants are: [C:1]1([C:32]2[CH:37]=[CH:36][CH:35]=[CH:34][CH:33]=2)[CH:6]=[CH:5][C:4]([CH2:7][CH2:8][CH:9]([OH:31])[CH:10]([CH2:18][CH2:19][N:20]2[C:28](=O)[C:27]3[C:22](=[CH:23][CH:24]=[CH:25][CH:26]=3)[CH:21]2[OH:30])[C:11]([O:13]C(C)(C)C)=[O:12])=[CH:3][CH:2]=1.[BH4-].[Na+].